Dataset: NCI-60 drug combinations with 297,098 pairs across 59 cell lines. Task: Regression. Given two drug SMILES strings and cell line genomic features, predict the synergy score measuring deviation from expected non-interaction effect. Drug 1: CN1C(=O)N2C=NC(=C2N=N1)C(=O)N. Drug 2: C1=CC=C(C=C1)NC(=O)CCCCCCC(=O)NO. Cell line: HT29. Synergy scores: CSS=-8.30, Synergy_ZIP=6.50, Synergy_Bliss=5.09, Synergy_Loewe=-18.9, Synergy_HSA=-4.80.